From a dataset of Full USPTO retrosynthesis dataset with 1.9M reactions from patents (1976-2016). Predict the reactants needed to synthesize the given product. (1) Given the product [O:32]=[S:2]1(=[O:1])[C:8]2[CH:9]=[CH:10][CH:11]=[CH:12][C:7]=2[CH2:6][N:5]([C:13]2[CH:22]=[C:21]([NH:23][CH2:24][CH:25]([OH:30])[CH2:26][CH2:27][OH:28])[C:20]3[C:15](=[CH:16][CH:17]=[C:18]([CH3:31])[CH:19]=3)[N:14]=2)[CH2:4][CH2:3]1, predict the reactants needed to synthesize it. The reactants are: [O:1]=[S:2]1(=[O:32])[C:8]2[CH:9]=[CH:10][CH:11]=[CH:12][C:7]=2[CH2:6][N:5]([C:13]2[CH:22]=[C:21]([NH:23][CH2:24][CH:25]([OH:30])[CH2:26][C:27](O)=[O:28])[C:20]3[C:15](=[CH:16][CH:17]=[C:18]([CH3:31])[CH:19]=3)[N:14]=2)[CH2:4][CH2:3]1.[BH4-].[Na+].II. (2) Given the product [Br:8][C:6]1[CH:7]=[C:2]([N:13]2[CH2:14][CH2:15][N:10]([CH3:9])[CH2:11][CH2:12]2)[CH:3]=[N:4][CH:5]=1, predict the reactants needed to synthesize it. The reactants are: Br[C:2]1[CH:3]=[N:4][CH:5]=[C:6]([Br:8])[CH:7]=1.[CH3:9][N:10]1[CH2:15][CH2:14][NH:13][CH2:12][CH2:11]1.C([O-])([O-])=O.[K+].[K+]. (3) The reactants are: [CH3:1][N:2]1[CH:6]=[C:5]([C:7]2[N:12]=[C:11]3[N:13]([CH2:16][C@H:17]4[O:22][CH2:21][CH2:20][N:19]([C:23]5[N:28]=[CH:27][C:26](B6OC(C)(C)C(C)(C)O6)=[CH:25][N:24]=5)[CH2:18]4)[N:14]=[N:15][C:10]3=[N:9][CH:8]=2)[CH:4]=[N:3]1.C1C[O:41]CC1. Given the product [CH3:1][N:2]1[CH:6]=[C:5]([C:7]2[N:12]=[C:11]3[N:13]([CH2:16][C@@H:17]4[CH2:18][N:19]([C:23]5[N:24]=[CH:25][C:26]([OH:41])=[CH:27][N:28]=5)[CH2:20][CH2:21][O:22]4)[N:14]=[N:15][C:10]3=[N:9][CH:8]=2)[CH:4]=[N:3]1, predict the reactants needed to synthesize it. (4) Given the product [CH:6]([NH:5][C:3](=[O:4])[CH2:2][N:9]1[CH2:12][CH:11]([C:13]2[CH:35]=[CH:34][C:16]3[C:17]4[N:18]=[C:19]([C:25]5[N:26]([CH:31]([CH3:33])[CH3:32])[N:27]=[C:28]([CH3:30])[N:29]=5)[S:20][C:21]=4[CH2:22][CH2:23][O:24][C:15]=3[CH:14]=2)[CH2:10]1)([CH3:8])[CH3:7], predict the reactants needed to synthesize it. The reactants are: Cl[CH2:2][C:3]([NH:5][CH:6]([CH3:8])[CH3:7])=[O:4].[NH:9]1[CH2:12][CH:11]([C:13]2[CH:35]=[CH:34][C:16]3[C:17]4[N:18]=[C:19]([C:25]5[N:26]([CH:31]([CH3:33])[CH3:32])[N:27]=[C:28]([CH3:30])[N:29]=5)[S:20][C:21]=4[CH2:22][CH2:23][O:24][C:15]=3[CH:14]=2)[CH2:10]1.C(N(CC)CC)C.O. (5) The reactants are: [C:1]12([NH2:11])[CH2:10][CH:5]3[CH2:6][CH:7]([CH2:9][CH:3]([CH2:4]3)[CH2:2]1)[CH2:8]2.[Cl:12][C:13]1[CH:20]=[CH:19][C:16]([CH:17]=O)=[C:15]([OH:21])[CH:14]=1. Given the product [C:1]12([NH:11][CH2:17][C:16]3[CH:19]=[CH:20][C:13]([Cl:12])=[CH:14][C:15]=3[OH:21])[CH2:8][CH:7]3[CH2:6][CH:5]([CH2:4][CH:3]([CH2:9]3)[CH2:2]1)[CH2:10]2, predict the reactants needed to synthesize it. (6) Given the product [NH2:1][C:2]1[CH:6]=[C:5]([C:7]2[CH:8]=[CH:9][C:10]([F:13])=[CH:11][CH:12]=2)[S:4][C:3]=1[C:14]([NH:34][CH2:33][CH2:32][C:29]1[CH:28]=[CH:27][C:26]([CH:24]([N:19]2[CH2:23][CH2:22][CH2:21][CH2:20]2)[CH3:25])=[CH:31][CH:30]=1)=[O:16], predict the reactants needed to synthesize it. The reactants are: [NH2:1][C:2]1[CH:6]=[C:5]([C:7]2[CH:12]=[CH:11][C:10]([F:13])=[CH:9][CH:8]=2)[S:4][C:3]=1[C:14]([OH:16])=O.Cl.Cl.[N:19]1([CH:24]([C:26]2[CH:31]=[CH:30][C:29]([CH2:32][CH2:33][NH2:34])=[CH:28][CH:27]=2)[CH3:25])[CH2:23][CH2:22][CH2:21][CH2:20]1.ON1C2C=CC=CC=2N=N1.C(N(CC)C(C)C)(C)C.Cl.CN(C)CCCN=C=NCC. (7) Given the product [CH:2]([C:6]1[CH:7]=[C:8](/[CH:11]=[CH:12]/[C:13]([O:15][CH3:16])=[O:14])[S:9][CH:10]=1)=[O:1], predict the reactants needed to synthesize it. The reactants are: [O:1]1CCO[CH:2]1[C:6]1[CH:7]=[C:8](/[CH:11]=[CH:12]/[C:13]([O:15][CH3:16])=[O:14])[S:9][CH:10]=1. (8) Given the product [OH:44][C@@H:31]1[C@H:32]([OH:40])[C@@H:33]([O:38][CH3:39])[C:34]([CH3:36])([CH3:37])[O:35][C@H:30]1[O:29][C:3]1[C:2]([CH3:1])=[C:7]2[C:6]([CH:12]=[C:11]([NH:14][C:15]([C:17]3[CH:22]=[C:21]([C:23]4[CH:24]=[CH:25][CH:27]=[CH:49][CH:54]=4)[C:20]([O:64][CH3:63])=[CH:19][CH:18]=3)=[O:16])[C:9](=[O:10])[O:8]2)=[CH:5][CH:4]=1, predict the reactants needed to synthesize it. The reactants are: [CH3:1][C:2]1[C:7]2[O:8][C:9]([C:11]([NH:14][C:15]([C:17]3[CH:18]=[CH:19][C:20](O)=[C:21]([CH2:23][CH:24]=[C:25]([CH3:27])C)[CH:22]=3)=[O:16])=[C:12](O)[C:6]=2[CH:5]=[CH:4][C:3]=1[O:29][C@H:30]1[O:35][C:34]([CH3:37])([CH3:36])[C@H:33]([O:38][CH3:39])[C@@H:32]([O:40]C(N)=O)[C@@H:31]1[OH:44])=[O:10].N1[C:54]2[C:49](=CC=CC=2)C=CC=1.CC1C=CC=C2C=1[O:64][C:63](=O)C=C2.O1C2C(=CC=CC=2)C=CC1=O.C1(O)C=CC=CC=1.C(OC(=O)[O-])(C)(C)C. (9) Given the product [CH2:26]([NH:33][CH2:34][CH2:35][N:12]1[C:13]2=[N:14][CH:15]=[N:16][C:17]([NH2:19])=[C:18]2[C:10]([C:4]2[CH:5]=[C:6]([O:8][CH3:9])[CH:7]=[C:2]([F:1])[CH:3]=2)=[N:11]1)[C:27]1[CH:32]=[CH:31][CH:30]=[CH:29][CH:28]=1, predict the reactants needed to synthesize it. The reactants are: [F:1][C:2]1[CH:3]=[C:4]([C:10]2[C:18]3[C:13](=[N:14][CH:15]=[N:16][C:17]=3[NH2:19])[NH:12][N:11]=2)[CH:5]=[C:6]([O:8][CH3:9])[CH:7]=1.C(=O)([O-])[O-].[K+].[K+].[CH2:26]([NH:33][CH2:34][CH2:35]Cl)[C:27]1[CH:32]=[CH:31][CH:30]=[CH:29][CH:28]=1.O.